This data is from Forward reaction prediction with 1.9M reactions from USPTO patents (1976-2016). The task is: Predict the product of the given reaction. (1) The product is: [Cl:1][C:2]1[CH:7]=[CH:6][C:5]([CH:8]2[CH2:9][CH2:10][N:11]([C@@H:14]3[CH2:19][CH2:18][CH2:17][C@@H:16]([C:20]([NH2:42])=[O:21])[CH2:15]3)[CH2:12][CH2:13]2)=[CH:4][C:3]=1[NH:23][C@@H:24]([C:26]1[CH:31]=[CH:30][C:29]([Cl:32])=[CH:28][C:27]=1[Cl:33])[CH3:25]. Given the reactants [Cl:1][C:2]1[CH:7]=[CH:6][C:5]([C:8]2[CH2:13][CH2:12][N:11]([CH:14]3[CH2:19][CH2:18][CH2:17][CH:16]([C:20](O)=[O:21])[CH2:15]3)[CH2:10][CH:9]=2)=[CH:4][C:3]=1[NH:23][C@@H:24]([C:26]1[CH:31]=[CH:30][C:29]([Cl:32])=[CH:28][C:27]=1[Cl:33])[CH3:25].F[P-](F)(F)(F)(F)F.C[N+:42](C)=C(N(C)C)ON1C2N=CC=CC=2N=N1.N.CCN(C(C)C)C(C)C, predict the reaction product. (2) Given the reactants N1CCCC1.[Si](Cl)(C)(C)C.[CH2:11]([O:13][C:14]([CH3:18])([CH3:17])[CH:15]=O)[CH3:12].[Cl:19][C:20]1[CH:63]=[CH:62][C:23]([C:24]([NH:26][C:27]2[N:31]([CH2:32][CH:33]3[CH2:37][CH2:36][CH2:35][N:34]3[C:38](=[O:42])[CH2:39][C:40]#[N:41])[C:30]3[CH:43]=[CH:44][C:45]([CH2:47][N:48]([C@H:56]([C:58]([CH3:61])([CH3:60])[CH3:59])[CH3:57])[C:49](=[O:55])[O:50][C:51]([CH3:54])([CH3:53])[CH3:52])=[CH:46][C:29]=3[N:28]=2)=[O:25])=[CH:22][CH:21]=1, predict the reaction product. The product is: [Cl:19][C:20]1[CH:21]=[CH:22][C:23]([C:24]([NH:26][C:27]2[N:31]([CH2:32][CH:33]3[CH2:37][CH2:36][CH2:35][N:34]3[C:38](=[O:42])[C:39]([C:40]#[N:41])=[CH:15][C:14]([O:13][CH2:11][CH3:12])([CH3:17])[CH3:18])[C:30]3[CH:43]=[CH:44][C:45]([CH2:47][N:48]([C@H:56]([C:58]([CH3:61])([CH3:60])[CH3:59])[CH3:57])[C:49](=[O:55])[O:50][C:51]([CH3:54])([CH3:52])[CH3:53])=[CH:46][C:29]=3[N:28]=2)=[O:25])=[CH:62][CH:63]=1. (3) Given the reactants Cl[CH2:2][C:3]1[O:7][C:6]([C:8]2[CH:13]=[CH:12][C:11]([C:14]3[C:19]([CH3:20])=[C:18]([F:21])[CH:17]=[C:16]([C:22]([NH:24][CH:25]4[CH2:27][CH2:26]4)=[O:23])[CH:15]=3)=[CH:10][CH:9]=2)=[N:5][N:4]=1.[I-].[K+], predict the reaction product. The product is: [CH:25]1([NH:24][C:22]([C:16]2[CH:15]=[C:14]([C:11]3[CH:12]=[CH:13][C:8]([C:6]4[O:7][C:3]([CH2:2][NH:24][CH:25]5[CH2:27][CH2:26]5)=[N:4][N:5]=4)=[CH:9][CH:10]=3)[C:19]([CH3:20])=[C:18]([F:21])[CH:17]=2)=[O:23])[CH2:27][CH2:26]1. (4) Given the reactants [CH:1]1[C:14]2[C:5](=[N:6][C:7]([O:15][C@H:16]3[CH2:20][NH:19][C@H:18]([C:21]([NH:23][C@:24]4([C:29]([O:31][CH2:32][CH3:33])=[O:30])[CH2:26][C@H:25]4[CH:27]=[CH2:28])=[O:22])[CH2:17]3)=[C:8]3[C:13]=2[CH:12]=[CH:11][CH:10]=[CH:9]3)[CH:4]=[CH:3][CH:2]=1.[CH3:34][C:35]1[N:36]=[CH:37][C:38]([C:41]([NH:43][C@@H:44]([CH2:48][CH2:49][CH2:50][CH2:51][CH2:52][CH:53]=[CH2:54])[C:45](O)=[O:46])=[O:42])=[N:39][CH:40]=1.ON1C(=O)C2C(C3CC2C=C3)C1=O.Cl.CN(C)CCCN=C=NCC.CN(C)CCN, predict the reaction product. The product is: [CH3:34][C:35]1[N:36]=[CH:37][C:38]([C:41]([NH:43][C@@H:44]([CH2:48][CH2:49][CH2:50][CH2:51][CH2:52][CH:53]=[CH2:54])[C:45]([N:19]2[CH2:20][C@H:16]([O:15][C:7]3[N:6]=[C:5]4[C:14](=[C:13]5[C:8]=3[CH:9]=[CH:10][CH:11]=[CH:12]5)[CH:1]=[CH:2][CH:3]=[CH:4]4)[CH2:17][C@H:18]2[C:21]([NH:23][C@:24]2([C:29]([O:31][CH2:32][CH3:33])=[O:30])[CH2:26][C@H:25]2[CH:27]=[CH2:28])=[O:22])=[O:46])=[O:42])=[N:39][CH:40]=1.